Dataset: Full USPTO retrosynthesis dataset with 1.9M reactions from patents (1976-2016). Task: Predict the reactants needed to synthesize the given product. The reactants are: Cl.[F:2][C:3]1[C:8]([F:9])=[CH:7][CH:6]=[CH:5][C:4]=1[C:10]1[S:18][C:17]2[C:16](=[O:19])[N:15]([CH:20]3[CH2:25][CH2:24][NH:23][CH2:22][CH2:21]3)[C:14](=[O:26])[N:13]([CH2:27][C:28]3[N:29]=[N:30][N:31]([CH2:33][CH3:34])[N:32]=3)[C:12]=2[CH:11]=1.[CH2:35]([O:37][C:38]1[C:47]([O:48][CH3:49])=[CH:46][C:45]2[C:44]([C:50]3[CH:58]=[CH:57][C:53]([C:54](O)=[O:55])=[CH:52][CH:51]=3)=[N:43][C@@H:42]3[CH2:59][CH2:60][S:61][CH2:62][C@@H:41]3[C:40]=2[CH:39]=1)[CH3:36].CN(C(ON1N=NC2C=CC=CC1=2)=[N+](C)C)C.F[P-](F)(F)(F)(F)F.CCN(C(C)C)C(C)C. Given the product [F:2][C:3]1[C:8]([F:9])=[CH:7][CH:6]=[CH:5][C:4]=1[C:10]1[S:18][C:17]2[C:16](=[O:19])[N:15]([CH:20]3[CH2:21][CH2:22][N:23]([C:54]([C:53]4[CH:57]=[CH:58][C:50]([C:44]5[C:45]6[CH:46]=[C:47]([O:48][CH3:49])[C:38]([O:37][CH2:35][CH3:36])=[CH:39][C:40]=6[C@H:41]6[CH2:62][S:61][CH2:60][CH2:59][C@H:42]6[N:43]=5)=[CH:51][CH:52]=4)=[O:55])[CH2:24][CH2:25]3)[C:14](=[O:26])[N:13]([CH2:27][C:28]3[N:29]=[N:30][N:31]([CH2:33][CH3:34])[N:32]=3)[C:12]=2[CH:11]=1, predict the reactants needed to synthesize it.